From a dataset of Forward reaction prediction with 1.9M reactions from USPTO patents (1976-2016). Predict the product of the given reaction. (1) Given the reactants C(Cl)(=O)C(Cl)=O.CS(C)=O.[CH2:11]([O:18][C:19]([N:21]1[CH2:25][CH2:24][CH:23]([CH2:26][OH:27])[CH2:22]1)=[O:20])[C:12]1[CH:17]=[CH:16][CH:15]=[CH:14][CH:13]=1.C(N(CC)CC)C, predict the reaction product. The product is: [CH2:11]([O:18][C:19]([N:21]1[CH2:25][CH2:24][CH:23]([CH:26]=[O:27])[CH2:22]1)=[O:20])[C:12]1[CH:17]=[CH:16][CH:15]=[CH:14][CH:13]=1. (2) Given the reactants [CH3:1][C:2]1([CH3:28])[C:11]2[CH:12]=[CH:13][CH:14]=[C:15]3[C:16]([CH3:24])([CH3:23])[C:17]4[CH:18]=[CH:19][CH:20]=[CH:21][C:22]=4[N:9]([C:10]=23)[C:8]2[CH:7]=[CH:6][C:5](B(O)O)=[CH:4][C:3]1=2.[C:29]1([N:35]2[C:47]3[C:42](=[CH:43][CH:44]=[C:45]4[C:54]5[C:49](=[CH:50][CH:51]=[CH:52][CH:53]=5)[N:48]([C:55]5[CH:60]=[CH:59][CH:58]=[CH:57][CH:56]=5)[C:46]4=3)[C:41]3[C:36]2=[CH:37][CH:38]=[CH:39][CH:40]=3)[CH:34]=[CH:33][CH:32]=[CH:31][CH:30]=1.O.P([O-])([O-])([O-])=O.[K+].[K+].[K+].N#N, predict the reaction product. The product is: [C:29]1([N:35]2[C:47]3[C:42](=[CH:43][CH:44]=[C:45]4[C:54]5[C:49](=[CH:50][CH:51]=[C:52]([C:19]6[CH:20]=[CH:21][C:22]7[N:9]8[C:8]9[C:3]([C:2]([CH3:28])([CH3:1])[C:11]%10[CH:12]=[CH:13][CH:14]=[CH:15][C:10]=%108)=[CH:4][CH:5]=[CH:6][C:7]=9[C:16]([CH3:24])([CH3:23])[C:17]=7[CH:18]=6)[CH:53]=5)[N:48]([C:55]5[CH:60]=[CH:59][CH:58]=[CH:57][CH:56]=5)[C:46]4=3)[C:41]3[C:36]2=[CH:37][CH:38]=[CH:39][CH:40]=3)[CH:30]=[CH:31][CH:32]=[CH:33][CH:34]=1. (3) Given the reactants C[O:2][C:3]1[CH:8]=[CH:7][CH:6]=[CH:5][C:4]=1[N:9]1[CH2:14][CH2:13][CH:12]([CH2:15][NH:16][CH2:17][C@@H:18]2[O:23][C:22]3[CH:24]=[C:25]([C:28]([F:31])([F:30])[F:29])[CH:26]=[CH:27][C:21]=3[O:20][CH2:19]2)[CH2:11][CH2:10]1.Cl.N1C=CC=CC=1.N, predict the reaction product. The product is: [F:31][C:28]([F:29])([F:30])[C:25]1[CH:26]=[CH:27][C:21]2[O:20][CH2:19][C@H:18]([CH2:17][NH:16][CH2:15][CH:12]3[CH2:13][CH2:14][N:9]([C:4]4[CH:5]=[CH:6][CH:7]=[CH:8][C:3]=4[OH:2])[CH2:10][CH2:11]3)[O:23][C:22]=2[CH:24]=1. (4) Given the reactants [CH3:1][S:2]([N:5]1[CH2:15][CH:14]2[CH2:16][CH:7]([C:8]3[CH:9]=[CH:10][C:11]([NH2:17])=[CH:12][C:13]=32)[CH2:6]1)(=[O:4])=[O:3].Cl[C:19]1[N:24]=[C:23]([NH:25][C:26]2[CH:35]=[CH:34][CH:33]=[CH:32][C:27]=2[C:28]([NH:30][CH3:31])=[O:29])[C:22]([Cl:36])=[CH:21][N:20]=1.C(O)(C)C.C(=O)(O)[O-].[Na+], predict the reaction product. The product is: [Cl:36][C:22]1[C:23]([NH:25][C:26]2[CH:35]=[CH:34][CH:33]=[CH:32][C:27]=2[C:28]([NH:30][CH3:31])=[O:29])=[N:24][C:19]([NH:17][C:11]2[CH:12]=[C:13]3[C:8](=[CH:9][CH:10]=2)[CH:7]2[CH2:16][CH:14]3[CH2:15][N:5]([S:2]([CH3:1])(=[O:4])=[O:3])[CH2:6]2)=[N:20][CH:21]=1. (5) Given the reactants [OH-].[Na+].[CH:3]1([C:6]2[CH:11]=[C:10]([CH2:12][N:13]3[CH2:18][CH2:17][CH:16]([N:19]4[CH:24]=[CH:23][C:22]([C:25]([O:27]C)=[O:26])=[C:21]([CH2:29][CH3:30])[C:20]4=[O:31])[CH2:15][CH2:14]3)[C:9]([O:32][CH:33]([CH3:35])[CH3:34])=[CH:8][C:7]=2[C:36]2[CH:41]=[CH:40][C:39]([F:42])=[CH:38][CH:37]=2)[CH2:5][CH2:4]1.Cl, predict the reaction product. The product is: [CH:3]1([C:6]2[CH:11]=[C:10]([CH2:12][N:13]3[CH2:18][CH2:17][CH:16]([N:19]4[CH:24]=[CH:23][C:22]([C:25]([OH:27])=[O:26])=[C:21]([CH2:29][CH3:30])[C:20]4=[O:31])[CH2:15][CH2:14]3)[C:9]([O:32][CH:33]([CH3:35])[CH3:34])=[CH:8][C:7]=2[C:36]2[CH:41]=[CH:40][C:39]([F:42])=[CH:38][CH:37]=2)[CH2:4][CH2:5]1. (6) Given the reactants [C:1]([NH:5][S:6]([C:9]1(C)[CH2:11][CH2:10]1)(=[O:8])=[O:7])([CH3:4])([CH3:3])[CH3:2].[C:13]([O:21]C)(=O)[C:14]1[CH:19]=[CH:18][CH:17]=[CH:16][CH:15]=1, predict the reaction product. The product is: [C:13]([C:9]1([S:6]([NH2:5])(=[O:8])=[O:7])[CH2:11][CH2:10]1)(=[O:21])[C:14]1[CH:15]=[CH:16][CH:17]=[CH:18][CH:19]=1.[C:1]([NH:5][S:6]([C:9]1([C:13](=[O:21])[C:14]2[CH:15]=[CH:16][CH:17]=[CH:18][CH:19]=2)[CH2:11][CH2:10]1)(=[O:8])=[O:7])([CH3:4])([CH3:2])[CH3:3]. (7) The product is: [O:1]1[C:5]2[CH:6]=[CH:7][C:8]([CH2:10][OH:11])=[CH:9][C:4]=2[CH:3]=[CH:2]1. Given the reactants [O:1]1[C:5]2[CH:6]=[CH:7][C:8]([CH:10]=[O:11])=[CH:9][C:4]=2[CH:3]=[CH:2]1.[BH4-].[Na+].[NH4+].[Cl-], predict the reaction product.